From a dataset of Reaction yield outcomes from USPTO patents with 853,638 reactions. Predict the reaction yield, written as a fraction of the theoretical maximum amount of product (1.0 means a 100% yield; for example, 0.34 means a 34% yield). (1) The reactants are [NH2:1][C:2]1[CH:20]=[CH:19][C:5]([O:6][C:7]2[C:16]3[N:15]=[C:14]([CH3:17])[C:13](=[O:18])[NH:12][C:11]=3[N:10]=[CH:9][CH:8]=2)=[CH:4][C:3]=1[S:21][CH3:22].[C:23]([C:27]1[CH:31]=[C:30]([N:32]=[C:33]=[O:34])[N:29]([C:35]2[CH:40]=[CH:39][CH:38]=[CH:37][CH:36]=2)[N:28]=1)([CH3:26])([CH3:25])[CH3:24]. No catalyst specified. The product is [C:23]([C:27]1[CH:31]=[C:30]([NH:32][C:33]([NH:1][C:2]2[CH:20]=[CH:19][C:5]([O:6][C:7]3[C:16]4[N:15]=[C:14]([CH3:17])[C:13](=[O:18])[NH:12][C:11]=4[N:10]=[CH:9][CH:8]=3)=[CH:4][C:3]=2[S:21][CH3:22])=[O:34])[N:29]([C:35]2[CH:40]=[CH:39][CH:38]=[CH:37][CH:36]=2)[N:28]=1)([CH3:26])([CH3:24])[CH3:25]. The yield is 0.510. (2) The reactants are [CH3:1][O:2][C:3]([C:5]1[C:13]([NH:14][C:15]2[CH:20]=[CH:19][CH:18]=[CH:17][C:16]=2[Cl:21])=[C:12]([F:22])[C:8]2[N:9]=[CH:10][NH:11][C:7]=2[CH:6]=1)=[O:4].CC1C=CC(S(O)(=O)=O)=CC=1.O.C1C(=O)N([Br:42])C(=O)C1. The catalyst is C1COCC1.CO. The product is [CH3:1][O:2][C:3]([C:5]1[C:13]([NH:14][C:15]2[CH:20]=[CH:19][C:18]([Br:42])=[CH:17][C:16]=2[Cl:21])=[C:12]([F:22])[C:8]2[N:9]=[CH:10][NH:11][C:7]=2[CH:6]=1)=[O:4]. The yield is 0.850. (3) The reactants are [C:1]([C:5]1[CH:32]=[C:8]2[N:9]=[C:10]([CH3:31])[C:11]([CH:23]([CH2:28][CH2:29][CH3:30])[C:24]([O:26]C)=[O:25])=[C:12]([C:13]3[CH:22]=[CH:21][C:20]4[C:15](=[CH:16][CH:17]=[CH:18][CH:19]=4)[CH:14]=3)[N:7]2[N:6]=1)([CH3:4])([CH3:3])[CH3:2].[OH-].[Na+]. The catalyst is CO. The product is [C:1]([C:5]1[CH:32]=[C:8]2[N:9]=[C:10]([CH3:31])[C:11]([CH:23]([CH2:28][CH2:29][CH3:30])[C:24]([OH:26])=[O:25])=[C:12]([C:13]3[CH:22]=[CH:21][C:20]4[C:15](=[CH:16][CH:17]=[CH:18][CH:19]=4)[CH:14]=3)[N:7]2[N:6]=1)([CH3:3])([CH3:4])[CH3:2]. The yield is 0.820. (4) The reactants are [CH3:1][C:2]([CH3:31])([CH3:30])[CH2:3][C:4]([NH:6][C:7]1[C:8]([CH3:29])=[C:9](B(O)O)[C:10]2[O:14][CH2:13][CH:12]([C:15]3[CH:20]=[CH:19][C:18]([CH:21]([CH3:23])[CH3:22])=[CH:17][CH:16]=3)[C:11]=2[C:24]=1[CH3:25])=[O:5].[NH2:32][C:33]1[CH:38]=[CH:37][CH:36]=[C:35](Br)[N:34]=1. No catalyst specified. The product is [NH2:32][C:33]1[N:34]=[C:35]([C:9]2[C:10]3[O:14][CH2:13][CH:12]([C:15]4[CH:20]=[CH:19][C:18]([CH:21]([CH3:23])[CH3:22])=[CH:17][CH:16]=4)[C:11]=3[C:24]([CH3:25])=[C:7]([NH:6][C:4](=[O:5])[CH2:3][C:2]([CH3:1])([CH3:31])[CH3:30])[C:8]=2[CH3:29])[CH:36]=[CH:37][CH:38]=1. The yield is 0.680. (5) The reactants are [CH3:1][N:2]1[C:10]2[C:5](=[CH:6][C:7]([CH2:11][C:12]3[N:16]4[N:17]=[C:18]([C:21](=O)[CH3:22])[CH:19]=[CH:20][C:15]4=[N:14][CH:13]=3)=[CH:8][CH:9]=2)[CH:4]=[N:3]1.[NH:24]([C:26]([NH2:28])=[O:27])[NH2:25]. The catalyst is C1COCC1. The product is [CH3:1][N:2]1[C:10]2[C:5](=[CH:6][C:7]([CH2:11][C:12]3[N:16]4[N:17]=[C:18](/[C:21](=[N:25]/[NH:24][C:26]([NH2:28])=[O:27])/[CH3:22])[CH:19]=[CH:20][C:15]4=[N:14][CH:13]=3)=[CH:8][CH:9]=2)[CH:4]=[N:3]1. The yield is 0.880.